From a dataset of Catalyst prediction with 721,799 reactions and 888 catalyst types from USPTO. Predict which catalyst facilitates the given reaction. (1) Reactant: [CH3:1][C:2]1[N:7]=[C:6]([C:8]2[N:9]=[C:10]([C:17]3[CH:18]=[N:19][CH:20]=[C:21]([CH:25]=3)[C:22](O)=[O:23])[C:11]3[CH:16]=[CH:15][NH:14][C:12]=3[N:13]=2)[CH:5]=[CH:4][CH:3]=1.[CH2:26]([NH2:28])[CH3:27].CCN=C=NCCCN(C)C.Cl.C1C=CC2N(O)N=NC=2C=1. Product: [CH2:26]([NH:28][C:22](=[O:23])[C:21]1[CH:25]=[C:17]([C:10]2[C:11]3[CH:16]=[CH:15][NH:14][C:12]=3[N:13]=[C:8]([C:6]3[CH:5]=[CH:4][CH:3]=[C:2]([CH3:1])[N:7]=3)[N:9]=2)[CH:18]=[N:19][CH:20]=1)[CH3:27]. The catalyst class is: 23. (2) Product: [CH3:9][O:8][C:6](=[O:7])[C:5]1[CH:4]=[CH:3][C:2]([O:1][CH2:18][C:19]2[CH:24]=[CH:23][CH:22]=[CH:21][CH:20]=2)=[CH:11][CH:10]=1. Reactant: [OH:1][C:2]1[CH:11]=[CH:10][C:5]([C:6]([O:8][CH3:9])=[O:7])=[CH:4][CH:3]=1.C(=O)([O-])[O-].[K+].[K+].[CH2:18](Br)[C:19]1[CH:24]=[CH:23][CH:22]=[CH:21][CH:20]=1. The catalyst class is: 21. (3) Reactant: [C:1](O)(=[O:3])C.N1[CH2:10][CH2:9][CH2:8][CH2:7][CH2:6]1.[C:11]([CH2:13][C:14]([NH2:16])=[O:15])#[N:12]. Product: [O:15]=[C:14]1[NH:16][C:8]2[CH2:9][CH2:10][O:3][CH2:1][C:7]=2[CH:6]=[C:13]1[C:11]#[N:12]. The catalyst class is: 6. (4) Reactant: [OH-].[Na+:2].[CH2:3]([C:10]1[CH:43]=[CH:42][C:13]([O:14][CH2:15][CH2:16][CH2:17][N:18]2[C:22]([CH3:23])=[CH:21][CH:20]=[C:19]2[C:24]2[CH:41]=[CH:40][C:27]([O:28][C@H:29]([CH2:33][C:34]3[CH:39]=[CH:38][CH:37]=[CH:36][CH:35]=3)[C:30]([OH:32])=[O:31])=[CH:26][CH:25]=2)=[CH:12][CH:11]=1)[CH2:4][CH2:5][CH2:6][CH2:7][CH2:8][CH3:9]. Product: [CH2:3]([C:10]1[CH:11]=[CH:12][C:13]([O:14][CH2:15][CH2:16][CH2:17][N:18]2[C:22]([CH3:23])=[CH:21][CH:20]=[C:19]2[C:24]2[CH:25]=[CH:26][C:27]([O:28][C@H:29]([CH2:33][C:34]3[CH:39]=[CH:38][CH:37]=[CH:36][CH:35]=3)[C:30]([O-:32])=[O:31])=[CH:40][CH:41]=2)=[CH:42][CH:43]=1)[CH2:4][CH2:5][CH2:6][CH2:7][CH2:8][CH3:9].[Na+:2]. The catalyst class is: 8. (5) Reactant: [C:1]([C:4]1[CH:29]=[CH:28][C:7]([C:8]([NH:10][C:11]2[CH:27]=[CH:26][CH:25]=[CH:24][C:12]=2[C:13]([NH:15][C:16]2[CH:21]=[CH:20][C:19]([O:22][CH3:23])=[CH:18][CH:17]=2)=[O:14])=[O:9])=[CH:6][CH:5]=1)(=[O:3])[CH3:2].[BH4-].[Na+]. Product: [OH:3][CH:1]([C:4]1[CH:5]=[CH:6][C:7]([C:8]([NH:10][C:11]2[CH:27]=[CH:26][CH:25]=[CH:24][C:12]=2[C:13]([NH:15][C:16]2[CH:21]=[CH:20][C:19]([O:22][CH3:23])=[CH:18][CH:17]=2)=[O:14])=[O:9])=[CH:28][CH:29]=1)[CH3:2]. The catalyst class is: 5.